This data is from Forward reaction prediction with 1.9M reactions from USPTO patents (1976-2016). The task is: Predict the product of the given reaction. (1) Given the reactants Cl[C:2]1[N:7]=[C:6]([NH:8][CH:9]2[CH2:14][C:13]([CH3:16])([CH3:15])[NH:12][C:11]([CH3:18])([CH3:17])[CH2:10]2)[C:5]([F:19])=[CH:4][N:3]=1.[CH:20]1([C:23]2[CH:24]=[C:25]([NH2:34])[CH:26]=[C:27]([N:29]3[CH:33]=[N:32][N:31]=[N:30]3)[CH:28]=2)[CH2:22][CH2:21]1.S(O)(C1C=CC(C)=CC=1)(=O)=O, predict the reaction product. The product is: [CH:20]1([C:23]2[CH:24]=[C:25]([NH:34][C:2]3[N:7]=[C:6]([NH:8][CH:9]4[CH2:14][C:13]([CH3:16])([CH3:15])[NH:12][C:11]([CH3:18])([CH3:17])[CH2:10]4)[C:5]([F:19])=[CH:4][N:3]=3)[CH:26]=[C:27]([N:29]3[CH:33]=[N:32][N:31]=[N:30]3)[CH:28]=2)[CH2:22][CH2:21]1. (2) Given the reactants C([Li])(C)(C)C.[CH3:6][C:7]1[CH:12]=[C:11]([CH3:13])[CH:10]=[C:9]([CH3:14])[N:8]=1.[F:15][C:16]([F:33])([F:32])[C:17](=[O:31])[CH2:18][C:19]([C:22]1[CH:27]=[C:26]([F:28])[CH:25]=[CH:24][C:23]=1[O:29][CH3:30])([CH3:21])[CH3:20], predict the reaction product. The product is: [F:33][C:16]([F:15])([F:32])[C:17]([CH2:6][C:7]1[CH:12]=[C:11]([CH3:13])[CH:10]=[C:9]([CH3:14])[N:8]=1)([OH:31])[CH2:18][C:19]([C:22]1[CH:27]=[C:26]([F:28])[CH:25]=[CH:24][C:23]=1[O:29][CH3:30])([CH3:21])[CH3:20]. (3) Given the reactants Br[CH2:2][CH2:3][CH2:4][CH2:5][CH2:6][CH2:7][CH2:8][OH:9].[CH:10]([C:13]1[S:17][CH:16]=[C:15]([C:18]([N:20]2[CH2:25][C:24]3([CH2:30][CH2:29][NH:28][CH2:27][CH2:26]3)[O:23][CH2:22][CH2:21]2)=[O:19])[CH:14]=1)([CH3:12])[CH3:11].C(N(CC)CC)C, predict the reaction product. The product is: [OH:9][CH2:8][CH2:7][CH2:6][CH2:5][CH2:4][CH2:3][CH2:2][N:28]1[CH2:29][CH2:30][C:24]2([O:23][CH2:22][CH2:21][N:20]([C:18]([C:15]3[CH:14]=[C:13]([CH:10]([CH3:11])[CH3:12])[S:17][CH:16]=3)=[O:19])[CH2:25]2)[CH2:26][CH2:27]1. (4) Given the reactants [C:1]1([N:11]2[CH2:16][CH2:15][N:14]([CH2:17][CH2:18][CH2:19][CH:20]=[CH:21][C:22]3[CH:23]=[CH:24][C:25]4[O:26][CH2:27][C:28](=[O:32])[NH:29][C:30]=4[N:31]=3)[CH2:13][CH2:12]2)[C:10]2[CH2:9][CH2:8][CH2:7][CH2:6][C:5]=2[CH:4]=[CH:3][CH:2]=1, predict the reaction product. The product is: [C:1]1([N:11]2[CH2:12][CH2:13][N:14]([CH2:17][CH2:18][CH2:19][CH2:20][CH2:21][C:22]3[CH:23]=[CH:24][C:25]4[O:26][CH2:27][C:28](=[O:32])[NH:29][C:30]=4[N:31]=3)[CH2:15][CH2:16]2)[C:10]2[CH2:9][CH2:8][CH2:7][CH2:6][C:5]=2[CH:4]=[CH:3][CH:2]=1.